This data is from Catalyst prediction with 721,799 reactions and 888 catalyst types from USPTO. The task is: Predict which catalyst facilitates the given reaction. Reactant: Cl.[NH2:2][C:3]1[N:8]=[C:7]([NH:9][CH2:10][CH2:11][CH2:12][CH3:13])[C:6]([CH2:14][C:15]2[CH:16]=[C:17]([CH2:23][C:24]([OH:26])=[O:25])[CH:18]=[CH:19][C:20]=2[O:21][CH3:22])=[C:5]([CH3:27])[N:4]=1.O1CCOC[CH2:29]1. Product: [NH2:2][C:3]1[N:8]=[C:7]([NH:9][CH2:10][CH2:11][CH2:12][CH3:13])[C:6]([CH2:14][C:15]2[CH:16]=[C:17]([CH2:23][C:24]([O:26][CH3:29])=[O:25])[CH:18]=[CH:19][C:20]=2[O:21][CH3:22])=[C:5]([CH3:27])[N:4]=1. The catalyst class is: 5.